This data is from Full USPTO retrosynthesis dataset with 1.9M reactions from patents (1976-2016). The task is: Predict the reactants needed to synthesize the given product. (1) Given the product [CH2:17]([C:15]1[O:14][C:13]2[C:3]([CH2:2][O:19][C:20]3[CH:25]=[CH:24][C:23]([CH2:26][CH2:27][C:28]([O:30][CH2:31][CH3:32])=[O:29])=[C:22]([CH3:33])[C:21]=3[CH3:34])=[C:4]3[CH2:8][C:7]([CH3:10])([CH3:9])[O:6][C:5]3=[CH:11][C:12]=2[CH:16]=1)[CH3:18], predict the reactants needed to synthesize it. The reactants are: Cl[CH2:2][C:3]1[C:13]2[O:14][C:15]([CH2:17][CH3:18])=[CH:16][C:12]=2[CH:11]=[C:5]2[O:6][C:7]([CH3:10])([CH3:9])[CH2:8][C:4]=12.[OH:19][C:20]1[CH:25]=[CH:24][C:23]([CH2:26][CH2:27][C:28]([O:30][CH2:31][CH3:32])=[O:29])=[C:22]([CH3:33])[C:21]=1[CH3:34].C(=O)([O-])[O-].[Cs+].[Cs+]. (2) Given the product [C:2](=[O:3])([O:26][CH2:25][CH2:24][O:23][CH2:22][CH2:21][O:20][CH2:19][CH2:18][O:17][CH2:16][CH2:15][O:14][CH2:13][CH2:12][O:11][CH2:10][CH2:9][O:8][CH3:7])[O:4][CH2:5][Cl:6], predict the reactants needed to synthesize it. The reactants are: Cl[C:2]([O:4][CH2:5][Cl:6])=[O:3].[CH3:7][O:8][CH2:9][CH2:10][O:11][CH2:12][CH2:13][O:14][CH2:15][CH2:16][O:17][CH2:18][CH2:19][O:20][CH2:21][CH2:22][O:23][CH2:24][CH2:25][OH:26].N1C=CC=CC=1. (3) Given the product [Cl:1][C:2]1[CH:3]=[C:4]([CH2:9][CH2:10][CH2:11][NH:12][C:13]([C:14]2[CH2:26][N:27]([CH3:28])[C:19](=[O:20])[C:15]=2[OH:16])=[O:23])[CH:5]=[CH:6][C:7]=1[Cl:8], predict the reactants needed to synthesize it. The reactants are: [Cl:1][C:2]1[CH:3]=[C:4]([CH2:9][CH2:10][CH2:11][NH:12][C:13](=[O:23])[CH:14]=[C:15]2[C:19](=[O:20])OC(C)(C)[O:16]2)[CH:5]=[CH:6][C:7]=1[Cl:8].C=O.[CH3:26][NH2:27].[CH3:28]O. (4) Given the product [CH3:19][O:18][C:16]([NH:2][C@@H:3]([CH2:8][C:9]1[CH:14]=[CH:13][CH:12]=[CH:11][CH:10]=1)[C:4](=[O:7])[CH2:5][Cl:6])=[O:17], predict the reactants needed to synthesize it. The reactants are: Cl.[NH2:2][C@@H:3]([CH2:8][C:9]1[CH:14]=[CH:13][CH:12]=[CH:11][CH:10]=1)[C:4](=[O:7])[CH2:5][Cl:6].Cl[C:16]([O:18][CH3:19])=[O:17].C(=O)([O-])O.[Na+]. (5) Given the product [CH3:16][C:11]1([CH3:15])[CH2:12][C:13](=[O:14])[N:8]([C:5]2[CH:6]=[N:7][C:2]([O:1][C:34]([N:36]3[CH2:41][CH2:40][CH:39]([OH:42])[CH2:38][CH2:37]3)=[O:33])=[CH:3][CH:4]=2)[C:9](=[O:17])[CH2:10]1, predict the reactants needed to synthesize it. The reactants are: [OH:1][C:2]1[N:7]=[CH:6][C:5]([N:8]2[C:13](=[O:14])[CH2:12][C:11]([CH3:16])([CH3:15])[CH2:10][C:9]2=[O:17])=[CH:4][CH:3]=1.C(NC1C=CC([O:33][C:34]([N:36]2[CH2:41][CH2:40][CH:39]([O:42][Si](C(C)(C)C)(C)C)[CH2:38][CH2:37]2)=O)=NC=1)(=O)C1C=CC=CC=1.C(N(CC)CC)C.C(OCC)(=O)C. (6) Given the product [CH2:1]([N:8]1[C:16]([C:17]2[CH:18]=[C:19]([CH2:20][OH:21])[CH:22]=[CH:23][CH:24]=2)=[C:15]2[C:10]([C:11]([C:25]([F:27])([F:28])[F:26])=[CH:12][CH:13]=[CH:14]2)=[N:9]1)[C:2]1[CH:7]=[CH:6][CH:5]=[CH:4][CH:3]=1, predict the reactants needed to synthesize it. The reactants are: [CH2:1]([N:8]1[C:16]([C:17]2[CH:18]=[C:19]([CH:22]=[CH:23][CH:24]=2)[CH:20]=[O:21])=[C:15]2[C:10]([C:11]([C:25]([F:28])([F:27])[F:26])=[CH:12][CH:13]=[CH:14]2)=[N:9]1)[C:2]1[CH:7]=[CH:6][CH:5]=[CH:4][CH:3]=1.[BH4-].[Na+].[NH4+].[Cl-].ClCCl. (7) Given the product [F:17][C:13]1[N:12]=[C:11]([N:8]2[CH2:9][CH2:10][N:5]([CH2:4][CH2:3][CH2:2][NH:29][C:26]3[S:27][CH:28]=[C:24]([C:18]4[CH:23]=[CH:22][CH:21]=[CH:20][CH:19]=4)[N:25]=3)[CH2:6][CH2:7]2)[CH:16]=[CH:15][CH:14]=1, predict the reactants needed to synthesize it. The reactants are: Br[CH2:2][CH2:3][CH2:4][N:5]1[CH2:10][CH2:9][N:8]([C:11]2[CH:16]=[CH:15][CH:14]=[C:13]([F:17])[N:12]=2)[CH2:7][CH2:6]1.[C:18]1([C:24]2[N:25]=[C:26]([NH2:29])[S:27][CH:28]=2)[CH:23]=[CH:22][CH:21]=[CH:20][CH:19]=1.C(=O)([O-])[O-].[Cs+].[Cs+]. (8) Given the product [OH:8][CH2:9][CH2:10][N:11]1[C:15]2[CH:16]=[CH:17][CH:18]=[CH:19][C:14]=2[N:13]=[C:12]1[CH2:20][O:21][N:22]=[C:23]1[CH2:24][CH2:25][N:26]([S:29]([C:32]2[CH:33]=[CH:34][C:35]([O:38][C:39]([F:40])([F:42])[F:41])=[CH:36][CH:37]=2)(=[O:30])=[O:31])[CH2:27][CH2:28]1, predict the reactants needed to synthesize it. The reactants are: [Si]([O:8][CH2:9][CH2:10][N:11]1[C:15]2[CH:16]=[CH:17][CH:18]=[CH:19][C:14]=2[N:13]=[C:12]1[CH2:20][O:21][N:22]=[C:23]1[CH2:28][CH2:27][N:26]([S:29]([C:32]2[CH:37]=[CH:36][C:35]([O:38][C:39]([F:42])([F:41])[F:40])=[CH:34][CH:33]=2)(=[O:31])=[O:30])[CH2:25][CH2:24]1)(C(C)(C)C)(C)C.O.[F-].C([N+](CCCC)(CCCC)CCCC)CCC. (9) Given the product [NH2:2][C:1](=[N:17][OH:18])[C:3]1[C:4]([NH:8][C:9](=[O:15])[O:10][C:11]([CH3:12])([CH3:14])[CH3:13])=[CH:5][S:6][CH:7]=1, predict the reactants needed to synthesize it. The reactants are: [C:1]([C:3]1[C:4]([NH:8][C:9](=[O:15])[O:10][C:11]([CH3:14])([CH3:13])[CH3:12])=[CH:5][S:6][CH:7]=1)#[N:2].Cl.[NH2:17][OH:18].C(N(CC)CC)C.